From a dataset of Forward reaction prediction with 1.9M reactions from USPTO patents (1976-2016). Predict the product of the given reaction. (1) Given the reactants [C:1]([N:4]1[CH2:10][C@H:9]([NH2:11])[C:8](=[O:12])[N:7]([CH2:13][CH3:14])[C:6]2[CH:15]=[CH:16][CH:17]=[CH:18][C:5]1=2)(=[O:3])[CH3:2].[CH3:19][C:20]([CH3:35])([C:24]([NH:26][CH2:27][C:28]([F:34])([F:33])[C:29]([F:32])([F:31])[F:30])=[O:25])[C:21](O)=[O:22], predict the reaction product. The product is: [C:1]([N:4]1[CH2:10][C@H:9]([NH:11][C:21](=[O:22])[C:20]([CH3:19])([CH3:35])[C:24]([NH:26][CH2:27][C:28]([F:33])([F:34])[C:29]([F:30])([F:31])[F:32])=[O:25])[C:8](=[O:12])[N:7]([CH2:13][CH3:14])[C:6]2[CH:15]=[CH:16][CH:17]=[CH:18][C:5]1=2)(=[O:3])[CH3:2]. (2) Given the reactants N=C=N.C1N=CN(C(N2C=NC=C2)=O)C=1.FC(F)(F)C(O)=O.[CH3:23][N:24]([S:53]([CH3:56])(=[O:55])=[O:54])[C:25]1[C:30]([CH2:31][NH:32][C:33]2[C:38]([C:39]([F:42])([F:41])[F:40])=[CH:37][N:36]=[C:35]([NH:43][C:44]3[CH:45]=[C:46]([CH:50]=[CH:51][CH:52]=3)[C:47]([OH:49])=O)[N:34]=2)=[CH:29][CH:28]=[CH:27][N:26]=1.CC[N:59]([CH:63]([CH3:65])[CH3:64])C(C)C.C1(N)CC1, predict the reaction product. The product is: [CH:63]1([NH:59][C:47](=[O:49])[C:46]2[CH:50]=[CH:51][CH:52]=[C:44]([NH:43][C:35]3[N:34]=[C:33]([NH:32][CH2:31][C:30]4[C:25]([N:24]([CH3:23])[S:53]([CH3:56])(=[O:54])=[O:55])=[N:26][CH:27]=[CH:28][CH:29]=4)[C:38]([C:39]([F:42])([F:40])[F:41])=[CH:37][N:36]=3)[CH:45]=2)[CH2:65][CH2:64]1. (3) Given the reactants C(OC([N:8]1[CH2:13][CH2:12][N:11]([C:14]2[N:19]=[CH:18][C:17]([NH:20][C:21](=[O:26])[C:22]([O:24][CH3:25])=[O:23])=[CH:16][N:15]=2)[CH2:10][CH2:9]1)=O)(C)(C)C.[ClH:27], predict the reaction product. The product is: [ClH:27].[CH3:25][O:24][C:22](=[O:23])[C:21]([NH:20][C:17]1[CH:16]=[N:15][C:14]([N:11]2[CH2:10][CH2:9][NH:8][CH2:13][CH2:12]2)=[N:19][CH:18]=1)=[O:26]. (4) The product is: [CH3:4][CH:5]([O:12][CH2:13][CH:14]=[O:15])[CH2:6][CH2:7][CH2:8][CH:9]([CH3:10])[CH3:11]. Given the reactants ClCCl.[CH3:4][CH:5]([O:12][CH2:13][CH2:14][OH:15])[CH2:6][CH2:7][CH2:8][CH:9]([CH3:11])[CH3:10].[Br-].[K+].Cl[O-].[Na+], predict the reaction product. (5) Given the reactants Cl.[NH:2]1[CH2:5][CH:4]([C:6]2[CH:27]=[CH:26][C:9]3[C:10]4[C:14]([CH2:15][CH2:16][O:17][C:8]=3[CH:7]=2)=[CH:13][N:12]([C:18]2[N:19]([CH:23]([CH3:25])[CH3:24])[N:20]=[CH:21][N:22]=2)[N:11]=4)[CH2:3]1.Br[CH2:29][C:30]([NH2:32])=[O:31].CO, predict the reaction product. The product is: [CH:23]([N:19]1[C:18]([N:12]2[N:11]=[C:10]3[C:14]([CH2:15][CH2:16][O:17][C:8]4[CH:7]=[C:6]([CH:4]5[CH2:5][N:2]([CH2:29][C:30]([NH2:32])=[O:31])[CH2:3]5)[CH:27]=[CH:26][C:9]=43)=[CH:13]2)=[N:22][CH:21]=[N:20]1)([CH3:25])[CH3:24].